This data is from Catalyst prediction with 721,799 reactions and 888 catalyst types from USPTO. The task is: Predict which catalyst facilitates the given reaction. (1) The catalyst class is: 283. Product: [Br:1][C:2]1[CH:7]=[CH:6][C:5]([S:8]([N:14]=[N+:15]=[N-:16])(=[O:10])=[O:9])=[C:4]([CH2:12][CH3:13])[CH:3]=1. Reactant: [Br:1][C:2]1[CH:7]=[CH:6][C:5]([S:8](Cl)(=[O:10])=[O:9])=[C:4]([CH2:12][CH3:13])[CH:3]=1.[N-:14]=[N+:15]=[N-:16].[Na+].S(Cl)(Cl)(=O)=O. (2) Product: [C:33]([NH2:37])([CH3:36])([CH3:35])[CH3:34].[CH2:1]([O:3][CH:4]([CH2:8][C:9]1[CH:10]=[CH:11][C:12]([O:15][CH2:16][CH2:17][N:18]2[C:23](=[O:24])[CH:22]=[C:21]([C:25]3[CH:30]=[CH:29][CH:28]=[CH:27][CH:26]=3)[N:20]=[C:19]2[CH2:31][CH3:32])=[CH:13][CH:14]=1)[C:5]([OH:7])=[O:6])[CH3:2]. Reactant: [CH2:1]([O:3][CH:4]([CH2:8][C:9]1[CH:14]=[CH:13][C:12]([O:15][CH2:16][CH2:17][N:18]2[C:23](=[O:24])[CH:22]=[C:21]([C:25]3[CH:30]=[CH:29][CH:28]=[CH:27][CH:26]=3)[N:20]=[C:19]2[CH2:31][CH3:32])=[CH:11][CH:10]=1)[C:5]([OH:7])=[O:6])[CH3:2].[C:33]([NH2:37])([CH3:36])([CH3:35])[CH3:34]. The catalyst class is: 32. (3) Reactant: [Br:1][C:2]1[C:3](=[O:8])[CH2:4][CH2:5][C:6]=1[OH:7].[CH:9](OC)(OC)OC. Product: [Br:1][C:2]1[C:6](=[O:7])[CH2:5][CH2:4][C:3]=1[O:8][CH3:9]. The catalyst class is: 5.